Task: Predict the reactants needed to synthesize the given product.. Dataset: Full USPTO retrosynthesis dataset with 1.9M reactions from patents (1976-2016) Given the product [CH2:40]([NH:4][S:5]([C:8]1[CH:9]=[CH:10][C:11]([N:14]2[C:22]3[C:21]4[CH:23]=[C:24]([NH:27][C:28](=[O:36])[C:29]5[CH:34]=[CH:33][CH:32]=[CH:31][C:30]=5[Cl:35])[CH:25]=[CH:26][C:20]=4[CH2:19][CH2:18][C:17]=3[C:16]([C:37]([NH2:39])=[O:38])=[N:15]2)=[CH:12][CH:13]=1)(=[O:7])=[O:6])[CH:41]=[CH2:42], predict the reactants needed to synthesize it. The reactants are: C([N:4]([CH2:40][CH:41]=[CH2:42])[S:5]([C:8]1[CH:13]=[CH:12][C:11]([N:14]2[C:22]3[C:21]4[CH:23]=[C:24]([NH:27][C:28](=[O:36])[C:29]5[CH:34]=[CH:33][CH:32]=[CH:31][C:30]=5[Cl:35])[CH:25]=[CH:26][C:20]=4[CH2:19][CH2:18][C:17]=3[C:16]([C:37]([NH2:39])=[O:38])=[N:15]2)=[CH:10][CH:9]=1)(=[O:7])=[O:6])(=O)C.